This data is from Forward reaction prediction with 1.9M reactions from USPTO patents (1976-2016). The task is: Predict the product of the given reaction. (1) Given the reactants [Cl:1][C:2]1[C:10]2[N:9]=[C:8]([NH:11][C:12]3[CH:13]=[N:14][C:15]([N:19]4[CH2:23][CH2:22][CH2:21][CH2:20]4)=[CH:16][C:17]=3[CH3:18])[N:7]([CH2:24][CH2:25][CH2:26][C:27](OCC)=[O:28])[C:6]=2[C:5]([CH:32]([CH2:35][CH3:36])[CH2:33][CH3:34])=[CH:4][CH:3]=1.[BH4-].[Li+].[Cl-].[NH4+].C(=O)(O)[O-].[Na+], predict the reaction product. The product is: [Cl:1][C:2]1[C:10]2[N:9]=[C:8]([NH:11][C:12]3[CH:13]=[N:14][C:15]([N:19]4[CH2:23][CH2:22][CH2:21][CH2:20]4)=[CH:16][C:17]=3[CH3:18])[N:7]([CH2:24][CH2:25][CH2:26][CH2:27][OH:28])[C:6]=2[C:5]([CH:32]([CH2:35][CH3:36])[CH2:33][CH3:34])=[CH:4][CH:3]=1. (2) Given the reactants [C:1]([O:5][C:6]([NH:8][C@@H:9]([CH:22]=[O:23])[CH2:10][N:11]([CH3:21])[C:12](=[O:20])[O:13][CH2:14][CH2:15][Si:16]([CH3:19])([CH3:18])[CH3:17])=[O:7])([CH3:4])([CH3:3])[CH3:2].[CH:24]1([Mg]Cl)[CH2:29][CH2:28][CH2:27][CH2:26][CH2:25]1, predict the reaction product. The product is: [C:1]([O:5][C:6]([NH:8][C@H:9]([CH2:10][N:11]([CH3:21])[C:12]([O:13][CH2:14][CH2:15][Si:16]([CH3:19])([CH3:18])[CH3:17])=[O:20])[C@@H:22]([CH:24]1[CH2:29][CH2:28][CH2:27][CH2:26][CH2:25]1)[OH:23])=[O:7])([CH3:4])([CH3:3])[CH3:2]. (3) Given the reactants S(Cl)([Cl:3])=O.CN(C)C=O.[F:10][C:11]([F:27])([F:26])[C:12]1[CH:13]=[C:14]([C:18]2[N:23]=[CH:22][C:21]([CH2:24]O)=[CH:20][CH:19]=2)[CH:15]=[CH:16][CH:17]=1, predict the reaction product. The product is: [Cl:3][CH2:24][C:21]1[CH:20]=[CH:19][C:18]([C:14]2[CH:15]=[CH:16][CH:17]=[C:12]([C:11]([F:27])([F:26])[F:10])[CH:13]=2)=[N:23][CH:22]=1. (4) Given the reactants [Cl:1][C:2]1[C:10]([Cl:11])=[CH:9][CH:8]=[CH:7][C:3]=1[CH:4]=[N:5][OH:6].Cl[O-].[Na+].[CH3:15][C:16]1[S:17][C:18]2[CH:24]=[CH:23][C:22]([O:25][CH2:26][C@@H:27]([OH:38])[CH2:28][N:29]3[CH2:34][CH2:33][N:32]([CH2:35][C:36]#[CH:37])[CH2:31][CH2:30]3)=[CH:21][C:19]=2[N:20]=1.C(N(CC)CC)C, predict the reaction product. The product is: [Cl:1][C:2]1[C:10]([Cl:11])=[CH:9][CH:8]=[CH:7][C:3]=1[C:4]1[CH:37]=[C:36]([CH2:35][N:32]2[CH2:33][CH2:34][N:29]([CH2:28][C@H:27]([OH:38])[CH2:26][O:25][C:22]3[CH:23]=[CH:24][C:18]4[S:17][C:16]([CH3:15])=[N:20][C:19]=4[CH:21]=3)[CH2:30][CH2:31]2)[O:6][N:5]=1. (5) Given the reactants [Cl:1][C:2]1[CH:29]=[CH:28][C:5]2[N:6]([C@@H:23]3[CH2:27][CH2:26][NH:25][CH2:24]3)[C:7]([CH2:9][N:10]3[C:14]4=[CH:15][N:16]=[CH:17][CH:18]=[C:13]4[C:12]([S:19]([CH3:22])(=[O:21])=[O:20])=[N:11]3)=[N:8][C:4]=2[CH:3]=1.[OH:30][C:31]([CH3:36])([CH3:35])[C:32](O)=[O:33].OCC(O)=O, predict the reaction product. The product is: [Cl:1][C:2]1[CH:29]=[CH:28][C:5]2[N:6]([C@@H:23]3[CH2:27][CH2:26][N:25]([C:32](=[O:33])[C:31]([OH:30])([CH3:36])[CH3:35])[CH2:24]3)[C:7]([CH2:9][N:10]3[C:14]4=[CH:15][N:16]=[CH:17][CH:18]=[C:13]4[C:12]([S:19]([CH3:22])(=[O:20])=[O:21])=[N:11]3)=[N:8][C:4]=2[CH:3]=1. (6) The product is: [C:10]([O:14][C:15]([N:17]1[CH2:18][CH:19]=[C:20]([C:2]2[C:7]([NH2:8])=[CH:6][C:5]([F:9])=[CH:4][N:3]=2)[CH2:21][CH2:22]1)=[O:16])([CH3:13])([CH3:11])[CH3:12]. Given the reactants Cl[C:2]1[C:7]([NH2:8])=[CH:6][C:5]([F:9])=[CH:4][N:3]=1.[C:10]([O:14][C:15]([N:17]1[CH2:22][CH:21]=[C:20](B2OC(C)(C)C(C)(C)O2)[CH2:19][CH2:18]1)=[O:16])([CH3:13])([CH3:12])[CH3:11].C(=O)([O-])[O-].[Na+].[Na+], predict the reaction product.